From a dataset of Full USPTO retrosynthesis dataset with 1.9M reactions from patents (1976-2016). Predict the reactants needed to synthesize the given product. (1) Given the product [Cl:1][C:2]1[CH:7]=[CH:6][C:5]([C:8]2[CH:13]=[CH:12][CH:11]=[C:10]([O:14][CH2:15][CH2:16][N:17]([CH3:19])[CH3:18])[C:9]=2[CH2:20][N:21]2[CH2:22][CH2:23][NH:24][CH2:25][CH2:26]2)=[CH:4][CH:3]=1.[F:34][C:35]([F:40])([F:39])[C:36]([OH:38])=[O:37], predict the reactants needed to synthesize it. The reactants are: [Cl:1][C:2]1[CH:7]=[CH:6][C:5]([C:8]2[CH:13]=[CH:12][CH:11]=[C:10]([O:14][CH2:15][CH2:16][N:17]([CH3:19])[CH3:18])[C:9]=2[CH2:20][N:21]2[CH2:26][CH2:25][N:24](C(OC(C)(C)C)=O)[CH2:23][CH2:22]2)=[CH:4][CH:3]=1.[F:34][C:35]([F:40])([F:39])[C:36]([OH:38])=[O:37]. (2) Given the product [N:3]1([C:10]2[C:19]3[C:14](=[CH:15][C:16]([CH2:20][O:21][CH2:24][CH2:25][O:26][CH3:27])=[CH:17][CH:18]=3)[N:13]=[C:12]([CH3:22])[CH:11]=2)[CH2:4][CH2:5][CH2:6][CH2:7][CH2:8][CH2:9]1, predict the reactants needed to synthesize it. The reactants are: [H-].[Na+].[N:3]1([C:10]2[C:19]3[C:14](=[CH:15][C:16]([CH2:20][OH:21])=[CH:17][CH:18]=3)[N:13]=[C:12]([CH3:22])[CH:11]=2)[CH2:9][CH2:8][CH2:7][CH2:6][CH2:5][CH2:4]1.Br[CH2:24][CH2:25][O:26][CH3:27].